From a dataset of Full USPTO retrosynthesis dataset with 1.9M reactions from patents (1976-2016). Predict the reactants needed to synthesize the given product. (1) The reactants are: [NH2:1][CH2:2][CH2:3][CH2:4][CH2:5][CH2:6][CH2:7][N:8]1[CH2:13][CH2:12][CH:11]([C:14]2[CH:15]=[C:16]([NH:20][C:21](=[O:25])[CH:22]([CH3:24])[CH3:23])[CH:17]=[CH:18][CH:19]=2)[CH2:10][CH2:9]1.[C:26]1([CH:32]([C:36]2[CH:41]=[CH:40][CH:39]=[CH:38][CH:37]=2)[C:33](Cl)=[O:34])[CH:31]=[CH:30][CH:29]=[CH:28][CH:27]=1. Given the product [C:36]1([CH:32]([C:26]2[CH:27]=[CH:28][CH:29]=[CH:30][CH:31]=2)[C:33]([NH:1][CH2:2][CH2:3][CH2:4][CH2:5][CH2:6][CH2:7][N:8]2[CH2:13][CH2:12][CH:11]([C:14]3[CH:15]=[C:16]([NH:20][C:21](=[O:25])[CH:22]([CH3:23])[CH3:24])[CH:17]=[CH:18][CH:19]=3)[CH2:10][CH2:9]2)=[O:34])[CH:37]=[CH:38][CH:39]=[CH:40][CH:41]=1, predict the reactants needed to synthesize it. (2) Given the product [Cl:19][CH2:15][C:14]1[C:9]([C:6]2[CH:7]=[CH:8][C:3]([O:2][CH3:1])=[CH:4][CH:5]=2)=[N:10][CH:11]=[CH:12][CH:13]=1, predict the reactants needed to synthesize it. The reactants are: [CH3:1][O:2][C:3]1[CH:8]=[CH:7][C:6]([C:9]2[C:14]([CH2:15]O)=[CH:13][CH:12]=[CH:11][N:10]=2)=[CH:5][CH:4]=1.S(Cl)([Cl:19])=O. (3) Given the product [NH2:1][C:2]1[N:7]=[C:6]([NH:8][C:9]([C:11]2[C:12]([CH3:16])=[N:13][O:14][CH:15]=2)=[O:10])[CH:5]=[N:4][C:3]=1[C:22]1[CH:23]=[C:24]([O:27][CH2:28][CH3:29])[CH:25]=[CH:26][C:21]=1[O:20][C:19]([F:18])([F:34])[F:33], predict the reactants needed to synthesize it. The reactants are: [NH2:1][C:2]1[N:7]=[C:6]([NH:8][C:9]([C:11]2[C:12]([CH3:16])=[N:13][O:14][CH:15]=2)=[O:10])[CH:5]=[N:4][C:3]=1Cl.[F:18][C:19]([F:34])([F:33])[O:20][C:21]1[CH:26]=[CH:25][C:24]([O:27][CH2:28][CH3:29])=[CH:23][C:22]=1B(O)O.C(=O)([O-])[O-].[Cs+].[Cs+]. (4) Given the product [OH:6][CH:7]([C:13]([F:33])([F:34])[C:14]([F:31])([F:32])[C:15]([F:29])([F:30])[C:16]([F:27])([F:28])[C:17]([F:25])([F:26])[C:18]([F:23])([F:24])[C:19]([F:20])([F:21])[F:22])[CH2:8][C:9]([O:11][CH3:12])=[O:10], predict the reactants needed to synthesize it. The reactants are: O1CCCC1.[O:6]=[C:7]([C:13]([F:34])([F:33])[C:14]([F:32])([F:31])[C:15]([F:30])([F:29])[C:16]([F:28])([F:27])[C:17]([F:26])([F:25])[C:18]([F:24])([F:23])[C:19]([F:22])([F:21])[F:20])[CH2:8][C:9]([O:11][CH3:12])=[O:10]. (5) The reactants are: [Cl:1][C:2]1[CH:7]=[CH:6][CH:5]=[C:4](SC)[N:3]=1.[C:10]1(=O)NC(=O)CC1.Cl[O-].[Na+].[S:20]([O-:23])([O-])=[O:21].[Na+].[Na+]. Given the product [Cl:1][C:2]1[CH:7]=[CH:6][CH:5]=[C:4]([S:20]([CH3:10])(=[O:23])=[O:21])[N:3]=1, predict the reactants needed to synthesize it. (6) Given the product [CH2:12]([O:14][C:15]1[CH:21]=[C:19]([NH2:20])[C:18]([NH2:22])=[CH:17][C:16]=1[F:25])[CH3:13], predict the reactants needed to synthesize it. The reactants are: FC1C=C(N)C(N)=CC=1OC.[CH2:12]([O:14][C:15]1[C:16]([F:25])=[CH:17][C:18]([N+:22]([O-])=O)=[C:19]([CH:21]=1)[NH2:20])[CH3:13]. (7) Given the product [CH3:6][C:7]1[CH:12]=[C:11]([N+:14]([O-:16])=[O:15])[CH:10]=[CH:9][N+:8]=1[O-:13], predict the reactants needed to synthesize it. The reactants are: OS(O)(=O)=O.[CH3:6][C:7]1[CH:12]=[CH:11][CH:10]=[CH:9][N+:8]=1[O-:13].[N+:14]([O-])([OH:16])=[O:15].[OH-].[Na+]. (8) Given the product [N:69]1([CH2:68][CH2:67][NH:66][C:32](=[O:33])[C@H:31]([CH:35]([CH3:37])[CH3:36])[CH2:30][C@H:29]([O:38][Si:39]([C:42]([CH3:45])([CH3:43])[CH3:44])([CH3:40])[CH3:41])[C@@H:28]([N:25]=[N+:26]=[N-:27])[CH2:46][C@H:47]([CH2:51][C:52]2[CH:57]=[CH:56][C:55]([O:58][CH3:59])=[C:54]([O:60][CH2:61][CH2:62][CH2:63][O:64][CH3:65])[CH:53]=2)[CH:48]([CH3:49])[CH3:50])[CH2:74][CH2:73][CH2:72][CH2:71][CH2:70]1, predict the reactants needed to synthesize it. The reactants are: CN(C(ON1N=NC2C=CC=CC1=2)=[N+](C)C)C.F[P-](F)(F)(F)(F)F.[N:25]([C@@H:28]([CH2:46][C@H:47]([CH2:51][C:52]1[CH:57]=[CH:56][C:55]([O:58][CH3:59])=[C:54]([O:60][CH2:61][CH2:62][CH2:63][O:64][CH3:65])[CH:53]=1)[CH:48]([CH3:50])[CH3:49])[C@@H:29]([O:38][Si:39]([C:42]([CH3:45])([CH3:44])[CH3:43])([CH3:41])[CH3:40])[CH2:30][C@@H:31]([CH:35]([CH3:37])[CH3:36])[C:32](O)=[O:33])=[N+:26]=[N-:27].[NH2:66][CH2:67][CH2:68][N:69]1[CH2:74][CH2:73][CH2:72][CH2:71][CH2:70]1.CCN(CC)CC.